From a dataset of Reaction yield outcomes from USPTO patents with 853,638 reactions. Predict the reaction yield, written as a fraction of the theoretical maximum amount of product (1.0 means a 100% yield; for example, 0.34 means a 34% yield). The reactants are O[C:2]1[CH:3]=[C:4]2[C:9](=[CH:10][CH:11]=1)[C:8](=[O:12])[N:7]([CH2:13][CH2:14][CH2:15][N:16]([CH3:24])[C:17](=[O:23])[O:18][C:19]([CH3:22])([CH3:21])[CH3:20])[CH2:6][CH2:5]2.C1(PCCCPC2C=CC=CC=2)C=CC=CC=1.C(N(CC)CC)C.O.[C:50]([O:53][CH2:54]C)(=[O:52])C. The catalyst is CN(C)C=O.CO.C([O-])(=O)C.[Pd+2].C([O-])(=O)C. The product is [C:19]([O:18][C:17]([N:16]([CH3:24])[CH2:15][CH2:14][CH2:13][N:7]1[CH2:6][CH2:5][C:4]2[C:9](=[CH:10][CH:11]=[C:2]([C:50]([O:53][CH3:54])=[O:52])[CH:3]=2)[C:8]1=[O:12])=[O:23])([CH3:22])([CH3:21])[CH3:20]. The yield is 1.00.